Task: Regression. Given two drug SMILES strings and cell line genomic features, predict the synergy score measuring deviation from expected non-interaction effect.. Dataset: NCI-60 drug combinations with 297,098 pairs across 59 cell lines (1) Drug 1: CC12CCC3C(C1CCC2O)C(CC4=C3C=CC(=C4)O)CCCCCCCCCS(=O)CCCC(C(F)(F)F)(F)F. Drug 2: C1CNP(=O)(OC1)N(CCCl)CCCl. Cell line: NCI/ADR-RES. Synergy scores: CSS=-8.87, Synergy_ZIP=6.57, Synergy_Bliss=8.58, Synergy_Loewe=-5.83, Synergy_HSA=-4.77. (2) Drug 1: CNC(=O)C1=CC=CC=C1SC2=CC3=C(C=C2)C(=NN3)C=CC4=CC=CC=N4. Drug 2: C1=NC2=C(N=C(N=C2N1C3C(C(C(O3)CO)O)F)Cl)N. Cell line: NCIH23. Synergy scores: CSS=21.1, Synergy_ZIP=-5.49, Synergy_Bliss=-8.37, Synergy_Loewe=-34.8, Synergy_HSA=-9.74. (3) Drug 1: CCCS(=O)(=O)NC1=C(C(=C(C=C1)F)C(=O)C2=CNC3=C2C=C(C=N3)C4=CC=C(C=C4)Cl)F. Drug 2: CN(C)N=NC1=C(NC=N1)C(=O)N. Cell line: SK-MEL-5. Synergy scores: CSS=30.9, Synergy_ZIP=0.321, Synergy_Bliss=-0.259, Synergy_Loewe=-19.0, Synergy_HSA=-0.779.